Dataset: Catalyst prediction with 721,799 reactions and 888 catalyst types from USPTO. Task: Predict which catalyst facilitates the given reaction. (1) Reactant: C[Si]([N-][Si](C)(C)C)(C)C.[Na+].[CH2:11]([O:13][C:14]([CH:16]1[CH2:21][CH2:20][N:19]([C:22]([O:24][C:25]([CH3:28])([CH3:27])[CH3:26])=[O:23])[CH2:18][CH2:17]1)=[O:15])[CH3:12].[CH3:29]I. Product: [CH2:11]([O:13][C:14]([C:16]1([CH3:29])[CH2:21][CH2:20][N:19]([C:22]([O:24][C:25]([CH3:27])([CH3:26])[CH3:28])=[O:23])[CH2:18][CH2:17]1)=[O:15])[CH3:12]. The catalyst class is: 1. (2) Reactant: CN(/[CH:4]=[N:5]/[C:6]([C:8]1[CH:9]=[C:10]2[C:19](=[CH:20][CH:21]=1)[C:18]1[N:14]([CH:15]=[C:16]([C:22]3[N:26]([CH:27]([CH3:29])[CH3:28])[N:25]=[C:24]([CH3:30])[N:23]=3)[N:17]=1)[CH2:13][CH2:12][O:11]2)=O)C.Cl.[C:32]([N:36]1[CH2:41][CH2:40][CH:39]([NH:42][NH2:43])[CH2:38][CH2:37]1)([CH3:35])([CH3:34])[CH3:33]. Product: [C:32]([N:36]1[CH2:37][CH2:38][CH:39]([N:42]2[C:6]([C:8]3[CH:21]=[CH:20][C:19]4[C:18]5[N:14]([CH:15]=[C:16]([C:22]6[N:26]([CH:27]([CH3:29])[CH3:28])[N:25]=[C:24]([CH3:30])[N:23]=6)[N:17]=5)[CH2:13][CH2:12][O:11][C:10]=4[CH:9]=3)=[N:5][CH:4]=[N:43]2)[CH2:40][CH2:41]1)([CH3:35])([CH3:33])[CH3:34]. The catalyst class is: 52. (3) Reactant: [CH2:1]([C:5]1[CH:6]=[C:7]([C:11](=[O:15])[CH2:12][CH2:13]Cl)[CH:8]=[CH:9][CH:10]=1)[CH2:2][CH2:3][CH3:4]. Product: [CH2:1]([C:5]1[CH:6]=[C:7]2[C:8]([CH2:13][CH2:12][C:11]2=[O:15])=[CH:9][CH:10]=1)[CH2:2][CH2:3][CH3:4]. The catalyst class is: 65. (4) Reactant: [Br:1][C:2]1[C:3]([O:24][CH3:25])=[CH:4][C:5]2[C:11]([C:12]3[CH:17]=[CH:16][C:15]([N+:18]([O-:20])=[O:19])=[CH:14][CH:13]=3)=[N:10][N:9]=[C:8](SC)[CH2:7][C:6]=2[CH:23]=1.[C:26]([NH:31][NH2:32])(=O)[CH2:27][CH2:28][CH3:29]. Product: [Br:1][C:2]1[C:3]([O:24][CH3:25])=[CH:4][C:5]2[C:11]([C:12]3[CH:17]=[CH:16][C:15]([N+:18]([O-:20])=[O:19])=[CH:14][CH:13]=3)=[N:10][N:9]3[C:26]([CH2:27][CH2:28][CH3:29])=[N:31][N:32]=[C:8]3[CH2:7][C:6]=2[CH:23]=1. The catalyst class is: 517. (5) Reactant: [Cl:1][C:2]1[CH:3]=[C:4](B(O)O)[CH:5]=[C:6]([Cl:8])[CH:7]=1.C(=O)([O-])[O-].[K+].[K+].Br[C:19]([C:21]([F:24])([F:23])[F:22])=[CH2:20].COC(C)(C)C. Product: [Cl:1][C:2]1[CH:3]=[C:4]([C:19]([C:21]([F:24])([F:23])[F:22])=[CH2:20])[CH:5]=[C:6]([Cl:8])[CH:7]=1. The catalyst class is: 299. (6) Reactant: [C:1]([C:3]1[CH:8]=[CH:7][C:6]([CH2:9][CH:10]([NH:12][C:13](=[O:15])[CH3:14])[CH3:11])=[CH:5][CH:4]=1)#[CH:2].[Cl:16][C:17]1[N:22]=[C:21](Cl)[CH:20]=[CH:19][N:18]=1. Product: [Cl:16][C:17]1[N:22]=[CH:21][C:20]([C:2]#[C:1][C:3]2[CH:8]=[CH:7][C:6]([CH2:9][CH:10]([NH:12][C:13](=[O:15])[CH3:14])[CH3:11])=[CH:5][CH:4]=2)=[CH:19][N:18]=1. The catalyst class is: 516. (7) Reactant: Br[C:2]1[CH:7]=[CH:6][CH:5]=[CH:4][CH:3]=1.[C:8]([N:11]1[C:20]2[C:15](=[CH:16][C:17]([N:21]3[CH2:26][CH2:25][N:24]([C:27]([O:29][C:30]([CH3:33])([CH3:32])[CH3:31])=[O:28])[CH2:23][CH2:22]3)=[CH:18][CH:19]=2)[C@H:14]([NH2:34])[C@@H:13]([CH3:35])[C@@H:12]1[CH3:36])(=[O:10])[CH3:9].CN(C1C(C2C(P(C3CCCCC3)C3CCCCC3)=CC=CC=2)=CC=CC=1)C.CC(C)([O-])C.[Na+]. Product: [C:8]([N:11]1[C:20]2[C:15](=[CH:16][C:17]([N:21]3[CH2:22][CH2:23][N:24]([C:27]([O:29][C:30]([CH3:33])([CH3:32])[CH3:31])=[O:28])[CH2:25][CH2:26]3)=[CH:18][CH:19]=2)[C@H:14]([NH:34][C:2]2[CH:7]=[CH:6][CH:5]=[CH:4][CH:3]=2)[C@@H:13]([CH3:35])[C@@H:12]1[CH3:36])(=[O:10])[CH3:9]. The catalyst class is: 62. (8) Reactant: C([N:4]1[CH2:9][CH2:8][N:7]([C:10]2[CH:57]=[CH:56][C:13]([O:14][CH2:15][CH2:16][C@H:17]3[N:22]([C:23]([C:25]4[N:26]=[CH:27][N:28]([C@@H:36]5[CH2:41][CH2:40][CH2:39][CH2:38][C@@:37]5([OH:45])[CH2:42][O:43][CH3:44])[C:29]=4[C:30]4[CH:35]=[CH:34][CH:33]=[CH:32][CH:31]=4)=[O:24])[CH2:21][CH2:20][N:19](C(OCC4C=CC=CC=4)=O)[CH2:18]3)=[CH:12][CH:11]=2)[CH2:6][CH2:5]1)(=O)C.[OH-].[Na+]. Product: [CH3:44][O:43][CH2:42][C@:37]1([OH:45])[CH2:38][CH2:39][CH2:40][CH2:41][C@H:36]1[N:28]1[C:29]([C:30]2[CH:31]=[CH:32][CH:33]=[CH:34][CH:35]=2)=[C:25]([C:23]([N:22]2[CH2:21][CH2:20][NH:19][CH2:18][C@H:17]2[CH2:16][CH2:15][O:14][C:13]2[CH:12]=[CH:11][C:10]([N:7]3[CH2:8][CH2:9][NH:4][CH2:5][CH2:6]3)=[CH:57][CH:56]=2)=[O:24])[N:26]=[CH:27]1. The catalyst class is: 8.